Predict the product of the given reaction. From a dataset of Forward reaction prediction with 1.9M reactions from USPTO patents (1976-2016). (1) Given the reactants [NH2:1][C:2]1[C:3]2[CH2:9][N:8](C(OC(C)(C)C)=O)[CH2:7][C:4]=2[NH:5][N:6]=1.C(O)(C(F)(F)F)=O.C(Cl)Cl, predict the reaction product. The product is: [NH:5]1[C:4]2[CH2:7][NH:8][CH2:9][C:3]=2[C:2]([NH2:1])=[N:6]1. (2) Given the reactants [CH2:1]([O:3][C:4]([C@@H:6]1[CH2:10][C:9](=[CH2:11])[CH2:8][C@H:7]1[C:12]([OH:14])=O)=[O:5])C.OC1C2N=NNC=2C=CC=1.Cl.CN(C)CCCN=C=NCC.[Cl:37][C:38]1[CH:44]=[CH:43][C:41]([NH2:42])=[CH:40][CH:39]=1, predict the reaction product. The product is: [CH3:1][O:3][C:4]([C@@H:6]1[CH2:10][C:9](=[CH2:11])[CH2:8][C@H:7]1[C:12](=[O:14])[NH:42][C:41]1[CH:43]=[CH:44][C:38]([Cl:37])=[CH:39][CH:40]=1)=[O:5]. (3) Given the reactants [H-].[Al+3].[Li+].[H-].[H-].[H-].C([O:9][C:10](=O)[CH:11]([NH:19][CH:20]1[CH2:25][CH2:24][N:23]([C:26]2[S:27][CH:28]=[C:29]([C:31]3[CH:40]=[CH:39][C:38]4[C:37]([CH3:42])([CH3:41])[CH2:36][CH2:35][C:34]([CH3:44])([CH3:43])[C:33]=4[CH:32]=3)[N:30]=2)[CH2:22][CH2:21]1)[CH2:12][CH2:13][C:14](OCC)=[O:15])C.O, predict the reaction product. The product is: [CH3:41][C:37]1([CH3:42])[CH2:36][CH2:35][C:34]([CH3:43])([CH3:44])[C:33]2[CH:32]=[C:31]([C:29]3[N:30]=[C:26]([N:23]4[CH2:24][CH2:25][CH:20]([NH:19][CH:11]([CH2:12][CH2:13][CH2:14][OH:15])[CH2:10][OH:9])[CH2:21][CH2:22]4)[S:27][CH:28]=3)[CH:40]=[CH:39][C:38]1=2.